This data is from Forward reaction prediction with 1.9M reactions from USPTO patents (1976-2016). The task is: Predict the product of the given reaction. (1) Given the reactants [CH2:1]([Li])[CH2:2][CH2:3][CH3:4].[C:6]([Si:10]([C:36]1[CH:41]=[CH:40][CH:39]=[CH:38][CH:37]=1)([C:30]1[CH:35]=[CH:34][CH:33]=[CH:32][CH:31]=1)[O:11][CH2:12][CH2:13][CH2:14][C@H:15]([C:24](=[O:29])N(OC)C)[CH2:16][C:17]([O:19][C:20]([CH3:23])([CH3:22])[CH3:21])=[O:18])([CH3:9])([CH3:8])[CH3:7].[Cl-].[NH4+], predict the reaction product. The product is: [C:6]([Si:10]([C:36]1[CH:37]=[CH:38][CH:39]=[CH:40][CH:41]=1)([C:30]1[CH:31]=[CH:32][CH:33]=[CH:34][CH:35]=1)[O:11][CH2:12][CH2:13][CH2:14][C@H:15]([C:24](=[O:29])[C:4]#[C:3][CH:2]1[CH2:1][CH:13]([CH2:14][CH:15]([CH3:24])[CH3:16])[CH2:12]1)[CH2:16][C:17]([O:19][C:20]([CH3:21])([CH3:23])[CH3:22])=[O:18])([CH3:8])([CH3:7])[CH3:9]. (2) Given the reactants Cl[CH2:2][C:3]1[CH:21]=[CH:20][C:6]([O:7][CH2:8][C:9]2[N:10]=[C:11]([C:15]3[O:16][CH:17]=[CH:18][CH:19]=3)[O:12][C:13]=2[CH3:14])=[C:5]([O:22][CH3:23])[CH:4]=1.[OH:24][C:25]1[C:30]([C:31]([O:33][CH2:34][CH3:35])=[O:32])=[CH:29][N:28]=[C:27]([C:36]2[CH:41]=[CH:40][CH:39]=[CH:38][CH:37]=2)[N:26]=1.C(=O)([O-])[O-].[K+].[K+].CN(C)C=O, predict the reaction product. The product is: [O:16]1[CH:17]=[CH:18][CH:19]=[C:15]1[C:11]1[O:12][C:13]([CH3:14])=[C:9]([CH2:8][O:7][C:6]2[CH:20]=[CH:21][C:3]([CH2:2][O:24][C:25]3[C:30]([C:31]([O:33][CH2:34][CH3:35])=[O:32])=[CH:29][N:28]=[C:27]([C:36]4[CH:41]=[CH:40][CH:39]=[CH:38][CH:37]=4)[N:26]=3)=[CH:4][C:5]=2[O:22][CH3:23])[N:10]=1. (3) Given the reactants [NH2:1][C@@H:2]1[CH2:6][CH2:5][N:4]([C:7](=[O:22])[CH2:8][NH:9][C:10]2[C:19]3[C:14](=[CH:15][C:16]([Cl:21])=[C:17]([Cl:20])[CH:18]=3)[N:13]=[CH:12][N:11]=2)[C@H:3]1[CH3:23].[O:24]1[CH2:29][CH2:28][C:27](=O)[CH2:26][CH2:25]1, predict the reaction product. The product is: [Cl:20][C:17]1[CH:18]=[C:19]2[C:14](=[CH:15][C:16]=1[Cl:21])[N:13]=[CH:12][N:11]=[C:10]2[NH:9][CH2:8][C:7]([N:4]1[CH2:5][CH2:6][C@@H:2]([NH:1][CH:27]2[CH2:28][CH2:29][O:24][CH2:25][CH2:26]2)[C@@H:3]1[CH3:23])=[O:22]. (4) Given the reactants [Br:1][C:2]1[N:6]2[C:7](=[O:13])[CH:8]=[C:9]([CH2:11]Cl)[N:10]=[C:5]2[S:4][C:3]=1[C:14]([F:17])([F:16])[F:15].[C:18](=O)([O-])[O-].[Na+].[Na+].[Cl:24][C:25]1[NH:29][N:28]=[C:27]([C:30]([F:33])([F:32])[F:31])[CH:26]=1, predict the reaction product. The product is: [F:31][C:30]([CH:14]([C:3]1[S:4][C:5]2=[N:10][CH:9]=[CH:8][C:7](=[O:13])[N:6]2[CH:2]=1)[CH3:18])([F:33])[F:32].[Br:1][C:2]1[N:6]2[C:7](=[O:13])[CH:8]=[C:9]([CH2:11][N:28]3[C:27]([C:30]([F:33])([F:32])[F:31])=[CH:26][C:25]([Cl:24])=[N:29]3)[N:10]=[C:5]2[S:4][C:3]=1[C:14]([F:17])([F:16])[F:15]. (5) Given the reactants [CH:1]([N:14]1[CH2:17][C:16](=[C:18]([C:23]2[CH:28]=[CH:27][CH:26]=[C:25]([N:29](C(OC(C)(C)C)=O)[CH3:30])[CH:24]=2)[S:19]([CH3:22])(=[O:21])=[O:20])[CH2:15]1)([C:8]1[CH:13]=[CH:12][CH:11]=[CH:10][CH:9]=1)[C:2]1[CH:7]=[CH:6][CH:5]=[CH:4][CH:3]=1, predict the reaction product. The product is: [CH:1]([N:14]1[CH2:15][C:16](=[C:18]([C:23]2[CH:28]=[CH:27][CH:26]=[C:25]([NH:29][CH3:30])[CH:24]=2)[S:19]([CH3:22])(=[O:21])=[O:20])[CH2:17]1)([C:8]1[CH:9]=[CH:10][CH:11]=[CH:12][CH:13]=1)[C:2]1[CH:3]=[CH:4][CH:5]=[CH:6][CH:7]=1. (6) Given the reactants [Cl:1][CH2:2][C:3]([O:5]/[N:6]=[C:7](\[NH2:15])/[C:8]1[CH:13]=[CH:12]C(C)=[CH:10][CH:9]=1)=[O:4].ClCC(O/[N:21]=C(\N)/C1C=CC=CN=1)=O.ClCC(Cl)=O, predict the reaction product. The product is: [Cl:1][CH2:2][C:3]([O:5]/[N:6]=[C:7](\[NH2:15])/[C:8]1[CH:13]=[CH:12][N:21]=[CH:10][CH:9]=1)=[O:4]. (7) Given the reactants [NH2:1][C:2]1[CH:3]=[CH:4][C:5]([O:11][C:12]([CH:14]2[CH2:19][CH2:18][CH2:17][CH2:16][CH2:15]2)=[O:13])=[C:6]([CH:10]=1)[C:7]([OH:9])=[O:8].[F:20][C:21]1[C:28]([F:29])=[C:27]([C:30]([F:33])([F:32])[F:31])[C:26]([F:34])=[C:25]([F:35])[C:22]=1[CH2:23]Br, predict the reaction product. The product is: [CH:14]1([C:12]([O:11][C:5]2[CH:4]=[CH:3][C:2]([NH:1][CH2:23][C:22]3[C:25]([F:35])=[C:26]([F:34])[C:27]([C:30]([F:31])([F:33])[F:32])=[C:28]([F:29])[C:21]=3[F:20])=[CH:10][C:6]=2[C:7]([OH:9])=[O:8])=[O:13])[CH2:19][CH2:18][CH2:17][CH2:16][CH2:15]1.